From a dataset of Catalyst prediction with 721,799 reactions and 888 catalyst types from USPTO. Predict which catalyst facilitates the given reaction. (1) Reactant: [O:1]1[C:5]2([CH2:10][CH2:9][CH:8]([N:11]3[C:16](=[O:17])[C:15]([CH2:18][C:19]4[CH:24]=[CH:23][C:22]([C:25]5[C:26]([C:31]#[N:32])=[CH:27][CH:28]=[CH:29][CH:30]=5)=[CH:21][CH:20]=4)=[C:14]([CH2:33][CH2:34][CH3:35])[N:13]4[N:36]=[C:37]([CH3:39])[N:38]=[C:12]34)[CH2:7][CH2:6]2)[O:4][CH2:3][CH2:2]1.C([BH3-])#N.[Na+].B(F)(F)F.CCOCC.C(=O)([O-])O.[Na+]. Product: [OH:1][CH2:2][CH2:3][O:4][C@H:5]1[CH2:10][CH2:9][C@H:8]([N:11]2[C:16](=[O:17])[C:15]([CH2:18][C:19]3[CH:24]=[CH:23][C:22]([C:25]4[C:26]([C:31]#[N:32])=[CH:27][CH:28]=[CH:29][CH:30]=4)=[CH:21][CH:20]=3)=[C:14]([CH2:33][CH2:34][CH3:35])[N:13]3[N:36]=[C:37]([CH3:39])[N:38]=[C:12]23)[CH2:7][CH2:6]1. The catalyst class is: 7. (2) Reactant: [CH2:1]([N:3]([CH2:17][CH3:18])[CH2:4][CH2:5][O:6][CH2:7][CH2:8][NH:9]C(=O)OC(C)(C)C)[CH3:2]. Product: [NH2:9][CH2:8][CH2:7][O:6][CH2:5][CH2:4][N:3]([CH2:1][CH3:2])[CH2:17][CH3:18]. The catalyst class is: 601. (3) Reactant: [CH3:1][O:2][C:3]1[CH:41]=[C:40]([O:42][CH3:43])[CH:39]=[CH:38][C:4]=1[CH2:5][N:6]([C:14]1[C:19]2[N:20]=[CH:21][N:22]([CH3:23])[C:18]=2[CH:17]=[C:16]([N:24]=C(C2C=CC=CC=2)C2C=CC=CC=2)[N:15]=1)[C:7](=[O:13])[O:8][C:9]([CH3:12])([CH3:11])[CH3:10].Cl. Product: [NH2:24][C:16]1[N:15]=[C:14]([N:6]([CH2:5][C:4]2[CH:38]=[CH:39][C:40]([O:42][CH3:43])=[CH:41][C:3]=2[O:2][CH3:1])[C:7](=[O:13])[O:8][C:9]([CH3:10])([CH3:11])[CH3:12])[C:19]2[N:20]=[CH:21][N:22]([CH3:23])[C:18]=2[CH:17]=1. The catalyst class is: 1.